From a dataset of Catalyst prediction with 721,799 reactions and 888 catalyst types from USPTO. Predict which catalyst facilitates the given reaction. (1) Reactant: Cl[C:2]1[C:7]([CH2:8][NH:9][C:10]2[C:15]([F:16])=[C:14]([O:17][CH3:18])[CH:13]=[C:12]([O:19][CH3:20])[C:11]=2[F:21])=[CH:6][N:5]=[C:4]([NH:22][CH2:23][C:24]2[CH:29]=[CH:28][C:27]([O:30][CH3:31])=[CH:26][CH:25]=2)[C:3]=1[CH3:32].C1C=CC(P(C2C=CC3C(=CC=CC=3)C=2C2C3C(=CC=CC=3)C=CC=2P(C2C=CC=CC=2)C2C=CC=CC=2)C2C=CC=CC=2)=CC=1.C(=O)([O-])[O-].[Cs+].[Cs+].[F:85][C:86]1[CH:92]=[CH:91][CH:90]=[CH:89][C:87]=1[NH2:88]. Product: [F:21][C:11]1[C:12]([O:19][CH3:20])=[CH:13][C:14]([O:17][CH3:18])=[C:15]([F:16])[C:10]=1[NH:9][CH2:8][C:7]1[C:2]([NH:88][C:87]2[CH:89]=[CH:90][CH:91]=[CH:92][C:86]=2[F:85])=[C:3]([CH3:32])[C:4]([NH:22][CH2:23][C:24]2[CH:29]=[CH:28][C:27]([O:30][CH3:31])=[CH:26][CH:25]=2)=[N:5][CH:6]=1. The catalyst class is: 160. (2) Reactant: [Cl:1][C:2]1[C:7]([O:8][CH3:9])=[CH:6][C:5]([O:10][CH3:11])=[C:4]([Cl:12])[C:3]=1[C:13]1[CH:22]=[CH:21][C:20]([C:23](O)=[O:24])=[C:19]2[C:14]=1[CH:15]=[CH:16][CH:17]=[N:18]2.[CH3:26][N:27]1[CH2:32][CH2:31][N:30]([CH2:33][C:34]2[CH:35]=[CH:36][C:37]([NH:40]C(C3C4N=CC=NC=4C(C4C(Cl)=C(OC)C=C(OC)C=4Cl)=CC=3)=O)=[N:38][CH:39]=2)[CH2:29][CH2:28]1. Product: [CH3:26][N:27]1[CH2:32][CH2:31][N:30]([CH2:33][C:34]2[CH:35]=[CH:36][C:37]([NH:40][C:23]([C:20]3[CH:21]=[CH:22][C:13]([C:3]4[C:4]([Cl:12])=[C:5]([O:10][CH3:11])[CH:6]=[C:7]([O:8][CH3:9])[C:2]=4[Cl:1])=[C:14]4[C:19]=3[N:18]=[CH:17][CH:16]=[CH:15]4)=[O:24])=[N:38][CH:39]=2)[CH2:29][CH2:28]1. The catalyst class is: 61. (3) Reactant: [F:1][C:2]([F:52])([F:51])[C:3]1[CH:4]=[C:5]([C@H:13]2[O:17][C:16](=[O:18])[N:15]([CH2:19][C:20]3[CH:25]=[C:24]([C:26]([F:29])([F:28])[F:27])[CH:23]=[CH:22][C:21]=3[C:30]3[CH:31]=[C:32]([C:39]4[CH:44]=[CH:43][C:42]([C:45]([O:47]C)=[O:46])=[CH:41][C:40]=4[F:49])[C:33]([F:38])=[CH:34][C:35]=3[O:36][CH3:37])[C@H:14]2[CH3:50])[CH:6]=[C:7]([C:9]([F:12])([F:11])[F:10])[CH:8]=1.O.[OH-].[Li+].O. Product: [F:12][C:9]([F:10])([F:11])[C:7]1[CH:6]=[C:5]([C@H:13]2[O:17][C:16](=[O:18])[N:15]([CH2:19][C:20]3[CH:25]=[C:24]([C:26]([F:28])([F:29])[F:27])[CH:23]=[CH:22][C:21]=3[C:30]3[CH:31]=[C:32]([C:39]4[CH:44]=[CH:43][C:42]([C:45]([OH:47])=[O:46])=[CH:41][C:40]=4[F:49])[C:33]([F:38])=[CH:34][C:35]=3[O:36][CH3:37])[C@H:14]2[CH3:50])[CH:4]=[C:3]([C:2]([F:52])([F:51])[F:1])[CH:8]=1. The catalyst class is: 12. (4) Reactant: [CH3:1][O:2][C:3]1[CH:8]=[C:7]([CH3:9])[C:6]([S:10]([N:13]([CH2:15][CH2:16][O:17][CH2:18][C:19]([OH:21])=O)[CH3:14])(=[O:12])=[O:11])=[C:5]([CH3:22])[CH:4]=1.[N:23]1[CH:28]=[CH:27][C:26]([C:29]2([OH:35])[CH2:34][CH2:33][NH:32][CH2:31][CH2:30]2)=[CH:25][CH:24]=1.C(=O)(O)[O-].[Na+]. Product: [OH:35][C:29]1([C:26]2[CH:27]=[CH:28][N:23]=[CH:24][CH:25]=2)[CH2:30][CH2:31][N:32]([C:19](=[O:21])[CH2:18][O:17][CH2:16][CH2:15][N:13]([CH3:14])[S:10]([C:6]2[C:5]([CH3:22])=[CH:4][C:3]([O:2][CH3:1])=[CH:8][C:7]=2[CH3:9])(=[O:11])=[O:12])[CH2:33][CH2:34]1. The catalyst class is: 2.